This data is from Catalyst prediction with 721,799 reactions and 888 catalyst types from USPTO. The task is: Predict which catalyst facilitates the given reaction. (1) Reactant: [CH:1]([C:4]1[CH:9]=[CH:8][CH:7]=[CH:6][C:5]=1[OH:10])([CH3:3])[CH3:2].[Br-:11].[Br-].[Br-].C([N+](CCCC)(CCCC)CCCC)CCC.C([N+](CCCC)(CCCC)CCCC)CCC.C([N+](CCCC)(CCCC)CCCC)CCC.S([O-])([O-])(=O)=S.[Na+].[Na+]. Product: [Br:11][C:8]1[CH:7]=[CH:6][C:5]([OH:10])=[C:4]([CH:1]([CH3:3])[CH3:2])[CH:9]=1. The catalyst class is: 22. (2) Reactant: C([SiH](CC)CC)C.[CH:8]([C:10]1[C:11]([C:18]2[CH:23]=[CH:22][C:21]([O:24][CH:25]([CH3:27])[CH3:26])=[C:20]([CH3:28])[CH:19]=2)=[N:12][N:13]([CH3:17])[C:14]=1[O:15][CH3:16])=O. Product: [CH3:17][N:13]1[C:14]([O:15][CH3:16])=[C:10]([CH3:8])[C:11]([C:18]2[CH:23]=[CH:22][C:21]([O:24][CH:25]([CH3:26])[CH3:27])=[C:20]([CH3:28])[CH:19]=2)=[N:12]1. The catalyst class is: 55. (3) Reactant: [F:1][C:2]1[C:7]([F:8])=[CH:6][CH:5]=[CH:4][C:3]=1[C:9]1[CH:17]=[CH:16][CH:15]=[C:14]2[C:10]=1/[C:11](=[CH:19]/[C:20]1[NH:21][C:22]([CH3:28])=[CH:23][C:24]=1[C:25](O)=[O:26])/[C:12](=[O:18])[NH:13]2.[CH3:29][NH:30][CH2:31][CH:32]([OH:39])[CH2:33][N:34]1[CH2:38][CH2:37][CH2:36][CH2:35]1.C(Cl)CCl.C1C=CC2N(O)N=NC=2C=1. Product: [OH:39][CH:32]([CH2:33][N:34]1[CH2:35][CH2:36][CH2:37][CH2:38]1)[CH2:31][N:30]([CH3:29])[C:25]([C:24]1[CH:23]=[C:22]([CH3:28])[NH:21][C:20]=1/[CH:19]=[C:11]1\[C:12](=[O:18])[NH:13][C:14]2[C:10]\1=[C:9]([C:3]1[CH:4]=[CH:5][CH:6]=[C:7]([F:8])[C:2]=1[F:1])[CH:17]=[CH:16][CH:15]=2)=[O:26]. The catalyst class is: 3. (4) Reactant: O=[C:2]1[CH2:16][CH:5]2[CH2:6][N:7]([C:9]([O:11][C:12]([CH3:15])([CH3:14])[CH3:13])=[O:10])[CH2:8][CH:4]2[CH2:3]1.[CH2:17]([NH2:24])[C:18]1[CH:23]=[CH:22][CH:21]=[CH:20][CH:19]=1.CC(O)=O.[BH-](OC(C)=O)(OC(C)=O)OC(C)=O.[Na+]. Product: [CH2:17]([NH:24][CH:2]1[CH2:16][CH:5]2[CH2:6][N:7]([C:9]([O:11][C:12]([CH3:15])([CH3:14])[CH3:13])=[O:10])[CH2:8][CH:4]2[CH2:3]1)[C:18]1[CH:23]=[CH:22][CH:21]=[CH:20][CH:19]=1. The catalyst class is: 2. (5) Reactant: Br[C:2]1[N:7]=[C:6]([NH:8][CH2:9][C:10]2([C:16]#[N:17])[CH2:15][CH2:14][O:13][CH2:12][CH2:11]2)[CH:5]=[CH:4][CH:3]=1.[F:18][C:19]1[CH:24]=[C:23](B(O)O)[C:22]([F:28])=[CH:21][N:20]=1.[O-]P([O-])([O-])=O.[K+].[K+].[K+]. Product: [F:18][C:19]1[CH:24]=[C:23]([C:2]2[CH:3]=[CH:4][CH:5]=[C:6]([NH:8][CH2:9][C:10]3([C:16]#[N:17])[CH2:15][CH2:14][O:13][CH2:12][CH2:11]3)[N:7]=2)[C:22]([F:28])=[CH:21][N:20]=1. The catalyst class is: 56. (6) Product: [I:1][CH2:4][CH:5]([C:7]1[CH:8]=[C:9]([NH:13][S:14]([C:17]2[CH:22]=[CH:21][CH:20]=[CH:19][CH:18]=2)(=[O:16])=[O:15])[CH:10]=[CH:11][CH:12]=1)[OH:6]. Reactant: [I-:1].[Na+].Cl[CH2:4][CH:5]([C:7]1[CH:8]=[C:9]([NH:13][S:14]([C:17]2[CH:22]=[CH:21][CH:20]=[CH:19][CH:18]=2)(=[O:16])=[O:15])[CH:10]=[CH:11][CH:12]=1)[OH:6]. The catalyst class is: 9. (7) Reactant: Br[C:2]1[N:6]([NH:7][C:8](=[O:18])[C:9]2[CH:14]=[CH:13][CH:12]=[CH:11][C:10]=2[O:15][CH2:16][CH3:17])[C:5]([CH2:19][CH2:20][CH3:21])=[N:4][C:3]=1[CH3:22].[Cu][C:24]#[N:25].N1C=CC=CC=1.[I-].[K+]. Product: [C:24]([C:2]1[N:6]([NH:7][C:8](=[O:18])[C:9]2[CH:14]=[CH:13][CH:12]=[CH:11][C:10]=2[O:15][CH2:16][CH3:17])[C:5]([CH2:19][CH2:20][CH3:21])=[N:4][C:3]=1[CH3:22])#[N:25]. The catalyst class is: 13. (8) Reactant: [C:1]([O:5][C:6]([N:8]([CH2:36][C@H:37]([OH:44])[C:38]1[CH:43]=[CH:42][CH:41]=[CH:40][CH:39]=1)[CH2:9][CH2:10][C:11]1[CH:16]=[CH:15][C:14]([C:17]2[CH:22]=[CH:21][C:20]([CH2:23][C:24]([O:26]CC)=[O:25])=[C:19]([O:29][CH:30]3[CH2:35][CH2:34][CH2:33][CH2:32][CH2:31]3)[CH:18]=2)=[CH:13][CH:12]=1)=[O:7])([CH3:4])([CH3:3])[CH3:2].[OH-].[Na+].Cl. Product: [C:1]([O:5][C:6]([N:8]([CH2:36][C@H:37]([OH:44])[C:38]1[CH:43]=[CH:42][CH:41]=[CH:40][CH:39]=1)[CH2:9][CH2:10][C:11]1[CH:12]=[CH:13][C:14]([C:17]2[CH:22]=[CH:21][C:20]([CH2:23][C:24]([OH:26])=[O:25])=[C:19]([O:29][CH:30]3[CH2:35][CH2:34][CH2:33][CH2:32][CH2:31]3)[CH:18]=2)=[CH:15][CH:16]=1)=[O:7])([CH3:4])([CH3:2])[CH3:3]. The catalyst class is: 8.